This data is from Peptide-MHC class I binding affinity with 185,985 pairs from IEDB/IMGT. The task is: Regression. Given a peptide amino acid sequence and an MHC pseudo amino acid sequence, predict their binding affinity value. This is MHC class I binding data. (1) The peptide sequence is RYPILPEYL. The MHC is H-2-Kd with pseudo-sequence H-2-Kd. The binding affinity (normalized) is 0.149. (2) The binding affinity (normalized) is 0.739. The peptide sequence is FPFKYAAAL. The MHC is Mamu-A2201 with pseudo-sequence Mamu-A2201.